Dataset: hERG Central: cardiac toxicity at 1µM, 10µM, and general inhibition. Task: Predict hERG channel inhibition at various concentrations. (1) The molecule is O=C(Nc1ccc(F)cc1)N1CCN(C/C=C/c2ccccc2)CC1. Results: hERG_inhib (hERG inhibition (general)): blocker. (2) Results: hERG_inhib (hERG inhibition (general)): blocker. The molecule is O=C(NCCCN1CCCC1)c1ccc2c(c1)N(Cc1ccccc1)CCS2. (3) The molecule is CCOc1ccccc1CN1CCN(Cc2ccc3cccc(OC)c3n2)CC1CCO. Results: hERG_inhib (hERG inhibition (general)): blocker. (4) The drug is COc1ccc(S(=O)(=O)Cc2ccc(C(=O)NCCCN(C)c3ccccc3)o2)cc1. Results: hERG_inhib (hERG inhibition (general)): blocker. (5) The molecule is CCn1c(SCC(=O)Nc2nc(C)c(C)s2)nnc1-c1cccs1. Results: hERG_inhib (hERG inhibition (general)): blocker. (6) The compound is C[N+]1(CCCCSc2ccc(O)cc2)CCCCC1.[I-]. Results: hERG_inhib (hERG inhibition (general)): blocker. (7) The molecule is O=C(Nc1ccc(OC(F)F)c(Cl)c1)c1cccc(OC(F)F)c1. Results: hERG_inhib (hERG inhibition (general)): blocker. (8) The compound is COc1cc(OC)c(OC)cc1CN1CCCC(C(=O)c2sccc2C)C1. Results: hERG_inhib (hERG inhibition (general)): blocker. (9) The compound is COc1cc(Nc2c3ccccc3nc3ccccc23)cc(OC)c1OC. Results: hERG_inhib (hERG inhibition (general)): blocker.